Dataset: Catalyst prediction with 721,799 reactions and 888 catalyst types from USPTO. Task: Predict which catalyst facilitates the given reaction. (1) Reactant: [CH3:1][C:2]1[CH:3]=[C:4]([CH2:11][C@@H:12]([O:16][C:17]([N:19]2[CH2:24][CH2:23][CH:22]([C:25]3[C:26](=[O:35])[NH:27][C:28]4[C:33]([CH:34]=3)=[CH:32][CH:31]=[CH:30][CH:29]=4)[CH2:21][CH2:20]2)=[O:18])[C:13](O)=[O:14])[CH:5]=[C:6]2[C:10]=1[NH:9][N:8]=[CH:7]2.C(N(C(C)C)CC)(C)C.[CH:45]1([N:51]2[CH2:56][CH2:55][NH:54][CH2:53][CH2:52]2)[CH2:50][CH2:49][CH2:48][CH2:47][CH2:46]1.C1CN([P+](ON2N=NC3C=CC=CC2=3)(N2CCCC2)N2CCCC2)CC1.F[P-](F)(F)(F)(F)F. Product: [O:35]=[C:26]1[C:25]([CH:22]2[CH2:23][CH2:24][N:19]([C:17]([O:16][C@H:12]([CH2:11][C:4]3[CH:5]=[C:6]4[C:10](=[C:2]([CH3:1])[CH:3]=3)[NH:9][N:8]=[CH:7]4)[C:13]([N:54]3[CH2:55][CH2:56][N:51]([CH:45]4[CH2:50][CH2:49][CH2:48][CH2:47][CH2:46]4)[CH2:52][CH2:53]3)=[O:14])=[O:18])[CH2:20][CH2:21]2)=[CH:34][C:33]2[C:28](=[CH:29][CH:30]=[CH:31][CH:32]=2)[NH:27]1. The catalyst class is: 204. (2) Reactant: CS(Cl)(=O)=O.O[CH2:7][C@@H:8]([NH:12][C:13](=[O:19])[O:14][C:15]([CH3:18])([CH3:17])[CH3:16])[CH2:9][O:10][CH3:11].CCN(CC)CC.[N-:27]=[N+:28]=[N-:29].[Na+]. Product: [N:27]([CH2:7][C@@H:8]([NH:12][C:13](=[O:19])[O:14][C:15]([CH3:18])([CH3:17])[CH3:16])[CH2:9][O:10][CH3:11])=[N+:28]=[N-:29]. The catalyst class is: 91.